This data is from Peptide-MHC class I binding affinity with 185,985 pairs from IEDB/IMGT. The task is: Regression. Given a peptide amino acid sequence and an MHC pseudo amino acid sequence, predict their binding affinity value. This is MHC class I binding data. (1) The peptide sequence is FSPEVIPMF. The MHC is HLA-C08:02 with pseudo-sequence HLA-C08:02. The binding affinity (normalized) is 0.0847. (2) The peptide sequence is RLYEWQHVS. The MHC is HLA-B15:01 with pseudo-sequence HLA-B15:01. The binding affinity (normalized) is 0.274.